Dataset: Reaction yield outcomes from USPTO patents with 853,638 reactions. Task: Predict the reaction yield, written as a fraction of the theoretical maximum amount of product (1.0 means a 100% yield; for example, 0.34 means a 34% yield). (1) The catalyst is CCCCCC.ClCCl.C(OC(=O)C)C. The yield is 0.800. The product is [Cl:21][C:22]1[CH:30]=[CH:29][CH:28]=[C:27]2[C:23]=1[CH2:24][CH2:25][N:26]2[C@@H:31]([CH2:35][CH2:34][OH:33])[C:32]([NH:11][C:10]1[CH:5]=[CH:6][C:7]([S:12](=[O:14])(=[O:13])[NH:15][C:16]2[S:20][CH:19]=[CH:18][N:17]=2)=[CH:8][CH:9]=1)=[O:36]. The reactants are C[Al](C)C.[CH:5]1[C:10]([NH2:11])=[CH:9][CH:8]=[C:7]([S:12]([NH:15][C:16]2[S:20][CH:19]=[CH:18][N:17]=2)(=[O:14])=[O:13])[CH:6]=1.[Cl:21][C:22]1[CH:30]=[CH:29][CH:28]=[C:27]2[C:23]=1[CH2:24][CH2:25][N:26]2[C@H:31]1[CH2:35][CH2:34][O:33][C:32]1=[O:36].Cl. (2) The reactants are Br[C:2]1[S:3][C:4]2[CH:10]=[C:9]([Cl:11])[CH:8]=[CH:7][C:5]=2[N:6]=1.[NH2:12][C:13]1[CH:18]=[CH:17][C:16]([CH2:19][C:20]([O:22][CH3:23])=[O:21])=[CH:15][C:14]=1[Cl:24].[NH+]1C=CC=CC=1.CC1C=CC(S(O)(=O)=O)=CC=1. The catalyst is C1(C)C(C)=CC=CC=1. The product is [Cl:11][C:9]1[CH:8]=[CH:7][C:5]2[N:6]=[C:2]([NH:12][C:13]3[CH:18]=[CH:17][C:16]([CH2:19][C:20]([O:22][CH3:23])=[O:21])=[CH:15][C:14]=3[Cl:24])[S:3][C:4]=2[CH:10]=1. The yield is 0.240. (3) The yield is 0.550. The catalyst is C(O)C. The reactants are [Na].[NH:2]1[CH:6]=[CH:5][CH:4]=[N:3]1.Br[CH2:8][C:9]([O:11][CH2:12][CH3:13])=[O:10]. The product is [CH2:12]([O:11][C:9](=[O:10])[CH2:8][N:2]1[CH:6]=[CH:5][CH:4]=[N:3]1)[CH3:13]. (4) The reactants are [CH:1]1[CH:6]=[CH:5][C:4]([C@@H:7]([NH2:11])[C:8]([OH:10])=[O:9])=[CH:3][CH:2]=1.C([O-])(O)=O.[Na+].[CH2:17]([O:19][C:20](Cl)=[O:21])[CH3:18].Cl. The catalyst is C1COCC1.O. The product is [CH2:17]([O:19][C:20]([NH:11][C@H:7]([C:4]1[CH:3]=[CH:2][CH:1]=[CH:6][CH:5]=1)[C:8]([OH:10])=[O:9])=[O:21])[CH3:18]. The yield is 0.820.